From a dataset of Full USPTO retrosynthesis dataset with 1.9M reactions from patents (1976-2016). Predict the reactants needed to synthesize the given product. (1) Given the product [NH2:38]/[C:34](/[CH2:35][CH3:36])=[CH:25]\[C:24]([C:6]1[N:7]([CH2:13][C:14]2[CH:15]=[CH:16][C:17]([S:20]([CH3:23])(=[O:22])=[O:21])=[CH:18][CH:19]=2)[C:8](=[O:12])[C:9]2[C:4]([C:5]=1[C:28]1[CH:33]=[CH:32][CH:31]=[CH:30][CH:29]=1)=[CH:3][C:2]([Br:1])=[CH:11][CH:10]=2)=[O:27], predict the reactants needed to synthesize it. The reactants are: [Br:1][C:2]1[CH:3]=[C:4]2[C:9](=[CH:10][CH:11]=1)[C:8](=[O:12])[N:7]([CH2:13][C:14]1[CH:19]=[CH:18][C:17]([S:20]([CH3:23])(=[O:22])=[O:21])=[CH:16][CH:15]=1)[C:6]([C:24](=[O:27])[CH2:25]Br)=[C:5]2[C:28]1[CH:33]=[CH:32][CH:31]=[CH:30][CH:29]=1.[C:34]([NH2:38])(=S)[CH2:35][CH3:36].C1COCC1. (2) Given the product [Br:1][C:2]1[CH:7]=[CH:6][C:5]2[N:8]([CH2:9][CH2:10][N:11]3[CH2:12][CH2:13][CH2:14][CH2:15]3)[CH:17]=[N:16][C:4]=2[CH:3]=1, predict the reactants needed to synthesize it. The reactants are: [Br:1][C:2]1[CH:3]=[C:4]([NH2:16])[C:5]([NH:8][CH2:9][CH2:10][N:11]2[CH2:15][CH2:14][CH2:13][CH2:12]2)=[CH:6][CH:7]=1.[C:17]([O-])(O)=O.[Na+]. (3) Given the product [ClH:1].[CH2:18]1[C:27]2[C:22](=[CH:23][CH:24]=[CH:25][CH:26]=2)[CH2:21][CH2:20][N:19]1[CH2:2][CH2:3][CH2:4][CH2:5][C:6]1([CH2:16][CH3:17])[C:14]2[C:9](=[CH:10][CH:11]=[CH:12][CH:13]=2)[NH:8][C:7]1=[O:15], predict the reactants needed to synthesize it. The reactants are: [Cl:1][CH2:2][CH2:3][CH2:4][CH2:5][C:6]1([CH2:16][CH3:17])[C:14]2[C:9](=[CH:10][CH:11]=[CH:12][CH:13]=2)[NH:8][C:7]1=[O:15].[CH2:18]1[C:27]2[C:22](=[CH:23][CH:24]=[CH:25][CH:26]=2)[CH2:21][CH2:20][NH:19]1. (4) Given the product [Cl:1][C:2]1[CH:7]=[C:6]([O:8][CH:9]2[CH2:13][CH2:12][CH2:11][CH2:10]2)[N:5]=[C:4]2[CH2:15][CH2:16][CH2:17][C:3]=12, predict the reactants needed to synthesize it. The reactants are: [Cl:1][C:2]1[CH:7]=[C:6]([O:8][CH:9]2[CH2:13][CH2:12][CH2:11][CH2:10]2)[N+:5]([O-])=[C:4]2[CH2:15][CH2:16][CH2:17][C:3]=12.P(Cl)(Cl)Cl.